Task: Predict the reactants needed to synthesize the given product.. Dataset: Full USPTO retrosynthesis dataset with 1.9M reactions from patents (1976-2016) (1) The reactants are: [C:1]([NH:9][NH2:10])(=[O:8])[C:2]1[CH:7]=[CH:6][CH:5]=[CH:4][CH:3]=1.[OH-].[K+].[C:13](=S)=[S:14]. Given the product [C:2]1([C:1]2[O:8][C:13]([SH:14])=[N:10][N:9]=2)[CH:7]=[CH:6][CH:5]=[CH:4][CH:3]=1, predict the reactants needed to synthesize it. (2) Given the product [Br:1][C:2]1[CH:3]=[CH:4][C:5]2[O:9][C:8]([CH:11]3[CH2:16][CH2:15][N:14]([C:19]4[N:24]=[CH:23][C:22]([CH:25]5[CH2:27][CH2:26]5)=[CH:21][N:20]=4)[CH2:13][CH2:12]3)([CH3:10])[CH2:7][C:6]=2[CH:17]=1, predict the reactants needed to synthesize it. The reactants are: [Br:1][C:2]1[CH:3]=[CH:4][C:5]2[O:9][C:8]([CH:11]3[CH2:16][CH2:15][NH:14][CH2:13][CH2:12]3)([CH3:10])[CH2:7][C:6]=2[CH:17]=1.Cl[C:19]1[N:24]=[CH:23][C:22]([CH:25]2[CH2:27][CH2:26]2)=[CH:21][N:20]=1.C([O-])([O-])=O.[K+].[K+]. (3) Given the product [F:1][C:2]1[CH:7]=[C:6]([F:8])[CH:5]=[CH:4][C:3]=1[CH:9]([OH:10])[CH2:11][N:16]1[CH2:15][CH2:14][C:13]([F:12])([S:19]([C:22]2[CH:23]=[CH:24][CH:25]=[CH:26][CH:27]=2)(=[O:21])=[O:20])[CH2:18][CH2:17]1, predict the reactants needed to synthesize it. The reactants are: [F:1][C:2]1[CH:7]=[C:6]([F:8])[CH:5]=[CH:4][C:3]=1[CH:9]1[CH2:11][O:10]1.[F:12][C:13]1([S:19]([C:22]2[CH:27]=[CH:26][CH:25]=[CH:24][CH:23]=2)(=[O:21])=[O:20])[CH2:18][CH2:17][NH:16][CH2:15][CH2:14]1. (4) Given the product [F:1][C:2]1[CH:3]=[CH:4][C:5]([CH:8]([C:31]2[CH2:32][CH2:33][N:34]([CH3:37])[CH2:35][CH:36]=2)[CH2:9][N:11]2[CH2:12][CH2:13][N:14]([CH2:17][CH2:18][CH2:19][CH2:20][C:21]3[C:30]4[C:25](=[CH:26][CH:27]=[CH:28][CH:29]=4)[CH:24]=[CH:23][CH:22]=3)[CH2:15][CH2:16]2)=[CH:6][CH:7]=1, predict the reactants needed to synthesize it. The reactants are: [F:1][C:2]1[CH:7]=[CH:6][C:5]([CH:8]([C:31]2[CH2:32][CH2:33][N:34]([CH3:37])[CH2:35][CH:36]=2)[C:9]([N:11]2[CH2:16][CH2:15][N:14]([CH2:17][CH2:18][CH2:19][CH2:20][C:21]3[C:30]4[C:25](=[CH:26][CH:27]=[CH:28][CH:29]=4)[CH:24]=[CH:23][CH:22]=3)[CH2:13][CH2:12]2)=O)=[CH:4][CH:3]=1.[H-].[Al+3].[Li+].[H-].[H-].[H-].